Dataset: Full USPTO retrosynthesis dataset with 1.9M reactions from patents (1976-2016). Task: Predict the reactants needed to synthesize the given product. (1) The reactants are: I[C:2]1[CH:3]=[C:4]([C:20]([NH:22][CH2:23][C:24]2[CH:29]=[CH:28][C:27]([S:30]([CH3:33])(=[O:32])=[O:31])=[CH:26][CH:25]=2)=[O:21])[C:5](=[O:19])[N:6]([C:9]2[CH:14]=[CH:13][CH:12]=[C:11]([C:15]([F:18])([F:17])[F:16])[CH:10]=2)[C:7]=1[CH3:8].[Cu][C:35]#[N:36]. Given the product [C:35]([C:2]1[CH:3]=[C:4]([C:20]([NH:22][CH2:23][C:24]2[CH:25]=[CH:26][C:27]([S:30]([CH3:33])(=[O:32])=[O:31])=[CH:28][CH:29]=2)=[O:21])[C:5](=[O:19])[N:6]([C:9]2[CH:14]=[CH:13][CH:12]=[C:11]([C:15]([F:18])([F:17])[F:16])[CH:10]=2)[C:7]=1[CH3:8])#[N:36], predict the reactants needed to synthesize it. (2) Given the product [CH3:19][C:16]1[O:15][C:14]([CH2:13][NH:12][C:6]2[CH:5]=[CH:4][C:3]3[C:2]([C:21]#[N:22])=[CH:11][CH:10]=[CH:9][C:8]=3[N:7]=2)=[CH:18][CH:17]=1, predict the reactants needed to synthesize it. The reactants are: I[C:2]1[CH:11]=[CH:10][CH:9]=[C:8]2[C:3]=1[CH:4]=[CH:5][C:6]([NH:12][CH2:13][C:14]1[O:15][C:16]([CH3:19])=[CH:17][CH:18]=1)=[N:7]2.O.[CH3:21][N:22](C)C=O. (3) Given the product [C:1]([O:5][CH2:10][CH:9]([CH2:6][CH2:7][CH3:8])[CH2:12][CH2:13][CH2:14][CH2:15][CH3:16])(=[O:4])[CH:2]=[CH2:3], predict the reactants needed to synthesize it. The reactants are: [C:1]([OH:5])(=[O:4])[CH:2]=[CH2:3].[CH2:6]([CH:9]([CH2:12][CH2:13][CH2:14][CH2:15][CH3:16])[CH2:10]O)[CH2:7][CH3:8].COC1C=CC(O)=CC=1.[PH2](O)=O.CS(O)(=O)=O. (4) Given the product [CH2:1]([O:3][C:4]([C:5]1[N:23]=[N:22][N:21]([CH2:24][C:25]2[CH:26]=[C:27]([C:35]([F:38])([F:37])[F:36])[CH:28]=[C:29]([C:31]([F:32])([F:33])[F:34])[CH:30]=2)[C:6]=1[C:8]1[N:9]([CH3:13])[CH:10]=[CH:11][CH:12]=1)=[O:14])[CH3:2], predict the reactants needed to synthesize it. The reactants are: [CH2:1]([O:3][C:4](=[O:14])[CH2:5][C:6]([C:8]1[N:9]([CH3:13])[CH:10]=[CH:11][CH:12]=1)=O)[CH3:2].C([O-])([O-])=O.[K+].[K+].[N:21]([CH2:24][C:25]1[CH:30]=[C:29]([C:31]([F:34])([F:33])[F:32])[CH:28]=[C:27]([C:35]([F:38])([F:37])[F:36])[CH:26]=1)=[N+:22]=[N-:23].Cl. (5) Given the product [CH3:73][C:63]1([CH3:74])[C:62]2[CH:61]=[C:60]([N:34]([C:35]3[CH:40]=[CH:39][C:38]([C:41]4[CH:42]=[CH:43][C:44]5[N:45]([C:54]6[CH:59]=[CH:58][CH:57]=[CH:56][CH:55]=6)[C:46]6[C:51]([C:52]=5[CH:53]=4)=[CH:50][CH:49]=[CH:48][CH:47]=6)=[CH:37][CH:36]=3)[C:31]3[CH:30]=[CH:29][C:28]([C:25]4[CH:24]=[CH:23][C:22]([CH2:10][CH2:9][CH2:8][CH2:7][CH2:6][CH2:5][CH2:4][CH2:3][CH2:2][CH2:1][SH:11])=[CH:27][CH:26]=4)=[CH:33][CH:32]=3)[CH:72]=[CH:71][C:70]=2[C:69]2[C:64]1=[CH:65][CH:66]=[CH:67][CH:68]=2, predict the reactants needed to synthesize it. The reactants are: [CH2:1]([SH:11])[CH2:2][CH2:3][CH2:4][CH2:5][CH2:6][CH2:7][CH2:8][CH:9]=[CH2:10].B1C2CCCC1CCC2.Br[C:22]1[CH:27]=[CH:26][C:25]([C:28]2[CH:33]=[CH:32][C:31]([N:34]([C:60]3[CH:72]=[CH:71][C:70]4[C:69]5[C:64](=[CH:65][CH:66]=[CH:67][CH:68]=5)[C:63]([CH3:74])([CH3:73])[C:62]=4[CH:61]=3)[C:35]3[CH:40]=[CH:39][C:38]([C:41]4[CH:42]=[CH:43][C:44]5[N:45]([C:54]6[CH:59]=[CH:58][CH:57]=[CH:56][CH:55]=6)[C:46]6[C:51]([C:52]=5[CH:53]=4)=[CH:50][CH:49]=[CH:48][CH:47]=6)=[CH:37][CH:36]=3)=[CH:30][CH:29]=2)=[CH:24][CH:23]=1.[OH-].[Na+]. (6) The reactants are: C(C1NC=CC=1)(OC(C)(C)C)=[O:2].[C:13]([O:17][C:18]([NH:20][C:21]1[CH:22]=[C:23]([C:27]([NH:29][C:30]2[CH:31]=[C:32]([C:36]([NH:38][C:39]3[CH:40]=[C:41]([C:45](OC)=[O:46])[N:42]([CH3:44])[CH:43]=3)=[O:37])[N:33]([CH3:35])[CH:34]=2)=[O:28])[N:24]([CH3:26])[CH:25]=1)=[O:19])([CH3:16])([CH3:15])[CH3:14].Cl.C(OC([NH:57][C:58]1[CH:59]=[C:60]([C:64]([NH:66][C:67]2[CH:68]=[C:69]([C:73]([NH:75][C:76]3[CH:77]=[C:78](C(O)=O)[N:79](C)[CH:80]=3)=[O:74])[N:70]([CH3:72])[CH:71]=2)=[O:65])[N:61]([CH3:63])[CH:62]=1)=O)(C)(C)C.CCN=C=NCCCN(C)C.O1[CH2:101][CH2:100][O:99][CH2:98]C1. Given the product [C:13]([O:17][C:18]([NH:20][C:21]1[CH:22]=[C:23]([C:27]([NH:29][C:30]2[CH:31]=[C:32]([C:36]([NH:38][C:39]3[CH:40]=[C:41]([C:45]([NH:57][C:58]4[CH:59]=[C:60]([C:64]([NH:66][C:67]5[CH:68]=[C:69]([C:73]([NH:75][C:76]6[CH:77]=[C:101]([C:100]([O:99][CH3:98])=[O:2])[N:79]([CH3:78])[CH:80]=6)=[O:74])[N:70]([CH3:72])[CH:71]=5)=[O:65])[N:61]([CH3:63])[CH:62]=4)=[O:46])[N:42]([CH3:44])[CH:43]=3)=[O:37])[N:33]([CH3:35])[CH:34]=2)=[O:28])[N:24]([CH3:26])[CH:25]=1)=[O:19])([CH3:16])([CH3:14])[CH3:15], predict the reactants needed to synthesize it.